From a dataset of Catalyst prediction with 721,799 reactions and 888 catalyst types from USPTO. Predict which catalyst facilitates the given reaction. (1) Reactant: [Li][CH2:2]CCC.Br[C:7]1[CH:12]=[CH:11][C:10](OC)=[CH:9][CH:8]=1.[F:15][C:16]1[CH:24]=[CH:23][CH:22]=[C:21](F)[C:17]=1[C:18]([OH:20])=[O:19].[OH2:26]. Product: [F:15][C:16]1[C:24]([O:26][CH3:2])=[CH:23][CH:22]=[C:21]([C:7]2[CH:8]=[CH:9][CH:10]=[CH:11][CH:12]=2)[C:17]=1[C:18]([OH:20])=[O:19]. The catalyst class is: 1. (2) Reactant: [F:1][C:2]1[CH:3]=[C:4]([C@H:9]2[N:14]([CH2:15][C:16]([N:18]([CH3:45])[C:19]3[CH:20]=[C:21]4[C:42](=[CH:43][CH:44]=3)[CH2:41][C@:23]3([C:31]5[C:26](=[N:27][CH:28]=[CH:29][CH:30]=5)[N:25](COCC[Si](C)(C)C)[C:24]3=[O:40])[CH2:22]4)=[O:17])[C:13](=[O:46])[C:12]([CH3:48])([CH3:47])[CH2:11][CH2:10]2)[CH:5]=[C:6]([F:8])[CH:7]=1.C(O)(C(F)(F)F)=O.[OH-].[Na+].C(N)CN. Product: [F:8][C:6]1[CH:5]=[C:4]([C@H:9]2[N:14]([CH2:15][C:16]([N:18]([CH3:45])[C:19]3[CH:20]=[C:21]4[C:42](=[CH:43][CH:44]=3)[CH2:41][C@:23]3([C:31]5[C:26](=[N:27][CH:28]=[CH:29][CH:30]=5)[NH:25][C:24]3=[O:40])[CH2:22]4)=[O:17])[C:13](=[O:46])[C:12]([CH3:48])([CH3:47])[CH2:11][CH2:10]2)[CH:3]=[C:2]([F:1])[CH:7]=1. The catalyst class is: 2. (3) Reactant: C[O:2][CH:3](OC)[CH2:4][N:5]([C:14]1[CH:19]=[CH:18][CH:17]=[CH:16][C:15]=1[O:20][CH3:21])[C:6]([CH:8]1[CH2:13][CH2:12][CH2:11][CH2:10][CH2:9]1)=[O:7].C1(C=CC(O)=CC=1)O.Cl.C([O-])([O-])=O.[Na+].[Na+]. Product: [O:2]=[CH:3][CH2:4][N:5]([C:14]1[CH:19]=[CH:18][CH:17]=[CH:16][C:15]=1[O:20][CH3:21])[C:6]([CH:8]1[CH2:9][CH2:10][CH2:11][CH2:12][CH2:13]1)=[O:7]. The catalyst class is: 2. (4) Reactant: [C:1]([N:4]1[C:13]2[C:8](=[N:9][C:10]([O:14][CH3:15])=[CH:11][CH:12]=2)[C@H:7]([NH:16]C(=O)OCC2C=CC=CC=2)[C@@H:6]([CH3:27])[C@@H:5]1[CH:28]1[CH2:30][CH2:29]1)(=[O:3])[CH3:2]. Product: [NH2:16][C@H:7]1[C:8]2[C:13](=[CH:12][CH:11]=[C:10]([O:14][CH3:15])[N:9]=2)[N:4]([C:1](=[O:3])[CH3:2])[C@@H:5]([CH:28]2[CH2:30][CH2:29]2)[C@@H:6]1[CH3:27]. The catalyst class is: 78. (5) Reactant: [C:1]([C:3]1[CH:8]=[C:7]([C:9]([F:12])([F:11])[F:10])[CH:6]=[CH:5][C:4]=1[C:13]1[C:22]2[C:17](=[CH:18][C:19]([S:23]([N:26](CC3C=CC(OC)=CC=3OC)[C:27]3[S:28][CH:29]=[CH:30][N:31]=3)(=[O:25])=[O:24])=[CH:20][CH:21]=2)[CH:16]=[CH:15][N:14]=1)#[N:2].[C:43](O)(C(F)(F)F)=[O:44]. Product: [S:28]1[CH:29]=[CH:30][N:31]=[C:27]1[NH:26][S:23]([C:19]1[CH:18]=[C:17]2[C:22](=[CH:21][CH:20]=1)[C:13]([C:4]1[CH:5]=[CH:6][C:7]([C:9]([F:11])([F:12])[F:10])=[CH:8][C:3]=1[C:1](=[NH:2])[O:44][CH3:43])=[N:14][CH:15]=[CH:16]2)(=[O:25])=[O:24]. The catalyst class is: 2. (6) Product: [CH:33]1([N:23]2[CH2:24][CH2:25][CH:20]([C:18]3[N:19]=[C:12]4[N:13]([C:14](=[O:16])[NH:15][C:10]([C:4]5[CH:5]=[CH:6][C:7]([Cl:9])=[CH:8][C:3]=5[Cl:2])=[CH:11]4)[N:17]=3)[CH2:21][CH2:22]2)[CH2:35][CH2:34]1. Reactant: Cl.[Cl:2][C:3]1[CH:8]=[C:7]([Cl:9])[CH:6]=[CH:5][C:4]=1[C:10]1[NH:15][C:14](=[O:16])[N:13]2[N:17]=[C:18]([CH:20]3[CH2:25][CH2:24][NH:23][CH2:22][CH2:21]3)[N:19]=[C:12]2[CH:11]=1.C(O)(=O)C.C(O[C:33]1(O[Si](C)(C)C)[CH2:35][CH2:34]1)C.[Na]. The catalyst class is: 5.